This data is from Ames mutagenicity test results for genotoxicity prediction. The task is: Regression/Classification. Given a drug SMILES string, predict its toxicity properties. Task type varies by dataset: regression for continuous values (e.g., LD50, hERG inhibition percentage) or binary classification for toxic/non-toxic outcomes (e.g., AMES mutagenicity, cardiotoxicity, hepatotoxicity). Dataset: ames. The drug is CCCCC1C(=O)N(c2ccccc2)N(c2ccccc2)C1=O. The result is 0 (non-mutagenic).